Regression. Given a peptide amino acid sequence and an MHC pseudo amino acid sequence, predict their binding affinity value. This is MHC class I binding data. From a dataset of Peptide-MHC class I binding affinity with 185,985 pairs from IEDB/IMGT. (1) The peptide sequence is NTEGNTITL. The MHC is H-2-Db with pseudo-sequence H-2-Db. The binding affinity (normalized) is 0.181. (2) The MHC is Mamu-B03 with pseudo-sequence Mamu-B03. The binding affinity (normalized) is 0.535. The peptide sequence is GRWILAIPRR. (3) The peptide sequence is AQMWQLMYF. The MHC is HLA-A02:06 with pseudo-sequence HLA-A02:06. The binding affinity (normalized) is 0.792. (4) The peptide sequence is LVRDITESL. The MHC is HLA-A24:03 with pseudo-sequence HLA-A24:03. The binding affinity (normalized) is 0.0847. (5) The MHC is Mamu-B52 with pseudo-sequence Mamu-B52. The peptide sequence is PRELIFQVW. The binding affinity (normalized) is 0.764. (6) The peptide sequence is FRDYVDRFYK. The MHC is HLA-B57:01 with pseudo-sequence HLA-B57:01. The binding affinity (normalized) is 0.